From a dataset of Forward reaction prediction with 1.9M reactions from USPTO patents (1976-2016). Predict the product of the given reaction. (1) Given the reactants [CH3:1][O:2][C:3]1[CH:4]=[C:5]([CH2:11][C:12]([OH:14])=O)[CH:6]=[CH:7][C:8]=1[O:9][CH3:10].S(Cl)([Cl:17])=O, predict the reaction product. The product is: [CH3:1][O:2][C:3]1[CH:4]=[C:5]([CH2:11][C:12]([Cl:17])=[O:14])[CH:6]=[CH:7][C:8]=1[O:9][CH3:10]. (2) Given the reactants [CH2:1]([N:5]([C:10]1[CH:15]=[CH:14][C:13]([O:16][CH2:17][C:18]([F:21])([F:20])[F:19])=[CH:12][CH:11]=1)[C:6](=[O:9])[CH:7]=[CH2:8])[CH2:2]C=C, predict the reaction product. The product is: [F:21][C:18]([F:19])([F:20])[CH2:17][O:16][C:13]1[CH:12]=[CH:11][C:10]([N:5]2[CH2:1][CH2:2][CH:8]=[CH:7][C:6]2=[O:9])=[CH:15][CH:14]=1. (3) Given the reactants C(Cl)(=O)C(Cl)=O.[Br:7][C:8]1[CH:13]=[CH:12][C:11]([F:14])=[CH:10][C:9]=1/[CH:15]=[CH:16]/[C:17]([OH:19])=O.CN(C)C=O.Cl.[CH3:26][NH:27][O:28][CH3:29].CCN(C(C)C)C(C)C, predict the reaction product. The product is: [Br:7][C:8]1[CH:13]=[CH:12][C:11]([F:14])=[CH:10][C:9]=1/[CH:15]=[CH:16]/[C:17]([N:27]([O:28][CH3:29])[CH3:26])=[O:19]. (4) Given the reactants [Cu][C:2]#[N:3].[I-].[K+].[Cl:6][C:7]1[C:8]([F:16])=[C:9]([CH:13]=[CH:14][CH:15]=1)[C:10](Cl)=[O:11], predict the reaction product. The product is: [Cl:6][C:7]1[C:8]([F:16])=[C:9]([CH:13]=[CH:14][CH:15]=1)[C:10]([C:2]#[N:3])=[O:11]. (5) The product is: [C:1]([O:5][C:6](=[O:25])[NH:7][C@H:8]1[CH2:9][CH2:10][C@@H:11]([NH2:14])[CH2:12][CH2:13]1)([CH3:4])([CH3:2])[CH3:3]. Given the reactants [C:1]([O:5][C:6](=[O:25])[NH:7][C@H:8]1[CH2:13][CH2:12][C@@H:11]([NH:14]C(OCC2C=CC=CC=2)=O)[CH2:10][CH2:9]1)([CH3:4])([CH3:3])[CH3:2], predict the reaction product.